This data is from Reaction yield outcomes from USPTO patents with 853,638 reactions. The task is: Predict the reaction yield, written as a fraction of the theoretical maximum amount of product (1.0 means a 100% yield; for example, 0.34 means a 34% yield). (1) The reactants are [OH:1][C@H:2]1[CH2:6][N:5]([C:7]([O:9][C:10]([CH3:13])([CH3:12])[CH3:11])=[O:8])[C@H:4]([C:14]([O:16]C)=[O:15])[CH2:3]1.[Li+].[OH-].CO. The catalyst is O. The product is [C:10]([O:9][C:7]([N:5]1[CH2:6][C@H:2]([OH:1])[CH2:3][C@H:4]1[C:14]([OH:16])=[O:15])=[O:8])([CH3:13])([CH3:11])[CH3:12]. The yield is 0.580. (2) The reactants are C([O:4][CH2:5][C:6]1[O:10][N:9]=[C:8]([CH3:11])[C:7]=1B1OC(C)(C)C(C)(C)O1)(=O)C.Br[C:22]1[S:23][C:24]([CH3:37])=[C:25]([CH3:36])[C:26]=1[C:27]([C:29]1[CH:34]=[CH:33][C:32]([Cl:35])=[CH:31][CH:30]=1)=[O:28].C([O-])([O-])=O.[K+].[K+].N#N.[OH-].[Na+].C([O-])(=O)C.Cl.C. The catalyst is O1CCOCC1.O.CC(OC)(C)C.C1C=CC(P(C2C=CC=CC=2)[C-]2C=CC=C2)=CC=1.C1C=CC(P(C2C=CC=CC=2)[C-]2C=CC=C2)=CC=1.Cl[Pd]Cl.[Fe+2].C(Cl)Cl. The product is [Cl:35][C:32]1[CH:31]=[CH:30][C:29]([C:27]([C:26]2[C:25]([CH3:36])=[C:24]([CH3:37])[S:23][C:22]=2[C:7]2[C:8]([CH3:11])=[N:9][O:10][C:6]=2[CH2:5][OH:4])=[O:28])=[CH:34][CH:33]=1. The yield is 0.790. (3) The reactants are [Br:1][C:2]1[C:3]([F:21])=[C:4]([F:20])[C:5]([NH:11][C:12]2[CH:17]=[CH:16][C:15]([I:18])=[CH:14][C:13]=2[CH3:19])=[C:6]([CH:10]=1)[C:7]([OH:9])=[O:8].N1C=CC=CC=1.FC(F)(F)C(O[C:33]1[C:38]([F:39])=[C:37]([F:40])[C:36]([F:41])=[C:35]([F:42])[C:34]=1[F:43])=O. The catalyst is CN(C)C=O.CCOCC. The product is [F:39][C:38]1[C:33]([O:8][C:7](=[O:9])[C:6]2[CH:10]=[C:2]([Br:1])[C:3]([F:21])=[C:4]([F:20])[C:5]=2[NH:11][C:12]2[CH:17]=[CH:16][C:15]([I:18])=[CH:14][C:13]=2[CH3:19])=[C:34]([F:43])[C:35]([F:42])=[C:36]([F:41])[C:37]=1[F:40]. The yield is 0.890. (4) The reactants are [NH2:1][C:2]1[CH:6]=[CH:5][S:4][C:3]=1[C:7]([O:9][CH3:10])=[O:8].[C:11]1([S:17](Cl)(=[O:19])=[O:18])[CH:16]=[CH:15][CH:14]=[CH:13][CH:12]=1. The catalyst is N1C=CC=CC=1.C(OCC)(=O)C. The product is [CH3:10][O:9][C:7]([C:3]1[S:4][CH:5]=[CH:6][C:2]=1[NH:1][S:17]([C:11]1[CH:16]=[CH:15][CH:14]=[CH:13][CH:12]=1)(=[O:19])=[O:18])=[O:8]. The yield is 0.900.